This data is from Forward reaction prediction with 1.9M reactions from USPTO patents (1976-2016). The task is: Predict the product of the given reaction. (1) The product is: [NH2:17][C:15]1[S:16][CH:2]=[C:3]([C:5]2[CH:13]=[CH:12][C:8]([C:9]([OH:11])=[O:10])=[CH:7][CH:6]=2)[N:14]=1. Given the reactants Br[CH2:2][C:3]([C:5]1[CH:13]=[CH:12][C:8]([C:9]([OH:11])=[O:10])=[CH:7][CH:6]=1)=O.[NH2:14][C:15]([NH2:17])=[S:16].CC([O-])=O.[Na+], predict the reaction product. (2) Given the reactants BrC1C=CC=C2C=1C(O)(C1C(O)=CC3OCOC=3C=1)C(=O)N2CCCCC.[Br:28][C:29]1[CH:37]=[CH:36][CH:35]=[C:34]2[C:30]=1[C:31](O)([C:39]1[C:40]([OH:48])=[CH:41][C:42]3[O:46][CH2:45][CH2:44][C:43]=3[CH:47]=1)[C:32](=[O:38])[NH:33]2, predict the reaction product. The product is: [Br:28][C:29]1[CH:37]=[CH:36][CH:35]=[C:34]2[C:30]=1[CH:31]([C:39]1[C:40]([OH:48])=[CH:41][C:42]3[O:46][CH2:45][CH2:44][C:43]=3[CH:47]=1)[C:32](=[O:38])[NH:33]2. (3) The product is: [C:31](/[C:9](=[CH:8]\[C:6]1[CH:5]=[CH:4][CH:3]=[C:2]([F:33])[N:7]=1)/[C:10]([NH:12][C@H:13]([C:17]1[CH:22]=[CH:21][CH:20]=[CH:19][CH:18]=1)[CH2:14][CH2:15][CH3:16])=[O:11])#[N:32]. Given the reactants Br[C:2]1[N:7]=[C:6](/[CH:8]=[C:9](\[C:31]#[N:32])/[C:10]([NH:12][CH:13]([C:17]2[CH:22]=[CH:21][C:20](OCCN(CC)CC)=[CH:19][CH:18]=2)[CH2:14][CH2:15][CH3:16])=[O:11])[CH:5]=[CH:4][CH:3]=1.[F:33]C1N=C(C=O)C=CC=1.C(CC(N[C@H](C1C=CC=CC=1)CCC)=O)#N, predict the reaction product. (4) Given the reactants [OH:1][CH:2]([C:13]1[CH:18]=[CH:17][CH:16]=[CH:15][CH:14]=1)[C:3]1[O:7][N:6]=[C:5]([C:8]([O:10]CC)=O)[CH:4]=1.Cl.[Cl:20][C:21]1[CH:22]=[C:23]2[C:27](=[CH:28][CH:29]=1)[NH:26][CH:25]=[C:24]2[CH2:30][CH2:31][NH2:32].CN(C(ON1N=NC2C=CC=NC1=2)=[N+](C)C)C.F[P-](F)(F)(F)(F)F.C(N(CC)C(C)C)(C)C, predict the reaction product. The product is: [Cl:20][C:21]1[CH:22]=[C:23]2[C:27](=[CH:28][CH:29]=1)[NH:26][CH:25]=[C:24]2[CH2:30][CH2:31][NH:32][C:8]([C:5]1[CH:4]=[C:3]([CH:2]([OH:1])[C:13]2[CH:14]=[CH:15][CH:16]=[CH:17][CH:18]=2)[O:7][N:6]=1)=[O:10]. (5) Given the reactants [NH2:1][CH:2]1[C:8](=[O:9])[NH:7][C:6]2[CH:10]=[CH:11][CH:12]=[CH:13][C:5]=2[CH2:4][CH2:3]1.BrC1C(=O)NC2C=CC=CC=2CC1.C1(=O)C2C(=CC=CC=2)CCC1.[N-:38]=[N+:39]=[N-].[Na+], predict the reaction product. The product is: [N:1]([CH:2]1[C:8](=[O:9])[NH:7][C:6]2[CH:10]=[CH:11][CH:12]=[CH:13][C:5]=2[CH2:4][CH2:3]1)=[N+:38]=[N-:39]. (6) Given the reactants [Cl:1][C:2]1[CH:7]=[C:6]([C:8]([F:11])([F:10])[F:9])[N:5]=[C:4]([C:12]2[CH:17]=[CH:16][CH:15]=[CH:14][N:13]=2)[N:3]=1.[CH3:18][O:19][C:20]1[C:26]([O:27][CH3:28])=[CH:25][C:23]([NH2:24])=[C:22]([CH3:29])[CH:21]=1, predict the reaction product. The product is: [ClH:1].[CH3:18][O:19][C:20]1[C:26]([O:27][CH3:28])=[CH:25][C:23]([NH:24][C:2]2[CH:7]=[C:6]([C:8]([F:11])([F:10])[F:9])[N:5]=[C:4]([C:12]3[CH:17]=[CH:16][CH:15]=[CH:14][N:13]=3)[N:3]=2)=[C:22]([CH3:29])[CH:21]=1.